This data is from Full USPTO retrosynthesis dataset with 1.9M reactions from patents (1976-2016). The task is: Predict the reactants needed to synthesize the given product. (1) Given the product [C:5]([Cl:40])(=[O:6])[C:4]1[C:3](=[CH:11][C:10](=[C:9]([CH:8]=1)[O:14][CH3:15])[O:12][CH3:13])[O:2][CH3:1], predict the reactants needed to synthesize it. The reactants are: [CH3:1][O:2][C:3]1[CH:11]=[C:10]([O:12][CH3:13])[C:9]([O:14][CH3:15])=[CH:8][C:4]=1[C:5](O)=[O:6].[C:5](O)(=[O:6])[C:4]1[C:3](=[CH:11][C:10](=[C:9]([CH:8]=1)[O:14][CH3:15])[O:12][CH3:13])[O:2][CH3:1].C1(C)C=CC=CC=1.S(Cl)([Cl:40])=O. (2) Given the product [Cl:51][C:46]1[CH:47]=[CH:48][CH:49]=[CH:50][C:45]=1[CH2:44][O:43][CH2:42][CH2:41][O:40][C:37]1[CH:36]=[CH:35][C:34]([CH:14]2[CH:15]([O:17][CH2:18][C:19]3[CH:20]=[CH:21][C:22]4[O:27][CH2:26][CH2:25][N:24]([CH2:28][CH2:29][CH2:30][O:31][CH3:32])[C:23]=4[CH:33]=3)[CH2:16][NH:11][CH2:12][CH:13]2[OH:52])=[CH:39][CH:38]=1, predict the reactants needed to synthesize it. The reactants are: C(OC([N:11]1[CH2:16][CH:15]([O:17][CH2:18][C:19]2[CH:20]=[CH:21][C:22]3[O:27][CH2:26][CH2:25][N:24]([CH2:28][CH2:29][CH2:30][O:31][CH3:32])[C:23]=3[CH:33]=2)[CH:14]([C:34]2[CH:39]=[CH:38][C:37]([O:40][CH2:41][CH2:42][O:43][CH2:44][C:45]3[CH:50]=[CH:49][CH:48]=[CH:47][C:46]=3[Cl:51])=[CH:36][CH:35]=2)[CH:13]([OH:52])[CH2:12]1)=O)C1C=CC=CC=1.[OH-].[K+].CO. (3) Given the product [CH3:16][C:17]([CH3:22])([CH2:20][CH3:21])[CH:18]([C:33]1[O:32][C:31]([C:28]2[CH:27]=[CH:26][C:25]([C:24]([F:36])([F:37])[F:23])=[CH:30][CH:29]=2)=[N:35][N:34]=1)[OH:19], predict the reactants needed to synthesize it. The reactants are: CC1CCCN(C)C1(C)C.C([Li])CCC.[CH3:16][C:17]([CH3:22])([CH2:20][CH3:21])[CH:18]=[O:19].[F:23][C:24]([F:37])([F:36])[C:25]1[CH:30]=[CH:29][C:28]([C:31]2[O:32][CH:33]=[N:34][N:35]=2)=[CH:27][CH:26]=1. (4) Given the product [OH:27][C:23]1[CH:22]=[C:21]([C:4]2([C:11]3[CH:16]=[CH:15][N:14]=[C:13]([C:17]([F:20])([F:18])[F:19])[CH:12]=3)[C:5]3[C:6](=[N:7][CH:8]=[CH:9][CH:10]=3)[C:2]([NH:1][C:28](=[O:29])[O:30][C:31]([CH3:34])([CH3:33])[CH3:32])=[N:3]2)[CH:26]=[CH:25][CH:24]=1, predict the reactants needed to synthesize it. The reactants are: [NH2:1][C:2]1[C:6]2=[N:7][CH:8]=[CH:9][CH:10]=[C:5]2[C:4]([C:21]2[CH:22]=[C:23]([OH:27])[CH:24]=[CH:25][CH:26]=2)([C:11]2[CH:16]=[CH:15][N:14]=[C:13]([C:17]([F:20])([F:19])[F:18])[CH:12]=2)[N:3]=1.[C:28](O[C:28]([O:30][C:31]([CH3:34])([CH3:33])[CH3:32])=[O:29])([O:30][C:31]([CH3:34])([CH3:33])[CH3:32])=[O:29]. (5) Given the product [CH2:27]([O:15][C:13]([CH:12]1[CH2:10][CH:11]([C:19]2[CH:22]=[CH:23][CH:24]=[CH:25][C:18]=2[CH3:17])[C:3]2[C:4](=[CH:6][C:7]([Cl:9])=[CH:8][C:2]=2[Cl:1])[NH:5]1)=[O:14])[CH3:28], predict the reactants needed to synthesize it. The reactants are: [Cl:1][C:2]1[CH:3]=[C:4]([CH:6]=[C:7]([Cl:9])[CH:8]=1)[NH2:5].[CH2:10]([C:12](=O)[C:13]([O-:15])=[O:14])[CH3:11].[CH3:17][C:18]1[CH:25]=[CH:24][CH:23]=[CH:22][C:19]=1C=C.F[C:27](F)(F)[C:28](O)=O. (6) Given the product [Cl:36][C:32]1[C:33]([Cl:35])=[CH:34][C:29]2[O:28][CH2:27][C:26](=[O:37])[N:25]([CH2:24][C:23]([N:22]([CH:14]([C:11]3[CH:12]=[CH:13][C:8]([C:4]4[CH:5]=[CH:6][CH:7]=[C:2]([NH:1][S:42]([CH2:40][CH3:41])(=[O:44])=[O:43])[CH:3]=4)=[CH:9][CH:10]=3)[CH2:15][N:16]3[CH2:17][CH2:18][O:19][CH2:20][CH2:21]3)[CH3:39])=[O:38])[C:30]=2[CH:31]=1, predict the reactants needed to synthesize it. The reactants are: [NH2:1][C:2]1[CH:3]=[C:4]([C:8]2[CH:13]=[CH:12][C:11]([CH:14]([N:22]([CH3:39])[C:23](=[O:38])[CH2:24][N:25]3[C:30]4[CH:31]=[C:32]([Cl:36])[C:33]([Cl:35])=[CH:34][C:29]=4[O:28][CH2:27][C:26]3=[O:37])[CH2:15][N:16]3[CH2:21][CH2:20][O:19][CH2:18][CH2:17]3)=[CH:10][CH:9]=2)[CH:5]=[CH:6][CH:7]=1.[CH2:40]([S:42](Cl)(=[O:44])=[O:43])[CH3:41].C(N(CC)CC)C. (7) Given the product [NH:26]([C:21]([C:10]1[C:9]([NH:8][C:6](=[O:7])[O:5][C:1]([CH3:4])([CH3:2])[CH3:3])=[CH:14][C:13]([C:15]([F:18])([F:16])[F:17])=[C:12]([O:19][CH3:20])[N:11]=1)=[O:22])[NH2:27], predict the reactants needed to synthesize it. The reactants are: [C:1]([O:5][C:6]([NH:8][C:9]1[C:10]([C:21](OC)=[O:22])=[N:11][C:12]([O:19][CH3:20])=[C:13]([C:15]([F:18])([F:17])[F:16])[CH:14]=1)=[O:7])([CH3:4])([CH3:3])[CH3:2].O.[NH2:26][NH2:27]. (8) Given the product [F:8][C:9]1[CH:14]=[CH:13][C:12]([N:15]2[C:19]3([CH2:20][CH2:21][N:22]([CH:2]4[CH2:3][CH2:4][CH2:5][CH2:6][C:1]4([C:12]4[CH:13]=[CH:14][C:9]([F:8])=[CH:10][CH:11]=4)[OH:7])[CH2:23][CH2:24]3)[C:18](=[O:25])[NH:17][CH2:16]2)=[CH:11][CH:10]=1, predict the reactants needed to synthesize it. The reactants are: [CH:1]12[O:7][CH:2]1[CH2:3][CH2:4][CH2:5][CH2:6]2.[F:8][C:9]1[CH:14]=[CH:13][C:12]([N:15]2[C:19]3([CH2:24][CH2:23][NH:22][CH2:21][CH2:20]3)[C:18](=[O:25])[NH:17][CH2:16]2)=[CH:11][CH:10]=1.